This data is from Full USPTO retrosynthesis dataset with 1.9M reactions from patents (1976-2016). The task is: Predict the reactants needed to synthesize the given product. (1) Given the product [Cl:22][CH2:23][C:24]1[N:6]([C:7]2[CH:12]=[CH:11][CH:10]=[CH:9][C:8]=2[Cl:13])[C:4](=[O:5])[C:3]2[C:2](=[C:17]([C:18]([F:21])([F:19])[F:20])[CH:16]=[CH:15][CH:14]=2)[N:1]=1, predict the reactants needed to synthesize it. The reactants are: [NH2:1][C:2]1[C:17]([C:18]([F:21])([F:20])[F:19])=[CH:16][CH:15]=[CH:14][C:3]=1[C:4]([NH:6][C:7]1[CH:12]=[CH:11][CH:10]=[CH:9][C:8]=1[Cl:13])=[O:5].[Cl:22][CH2:23][C:24](Cl)=O. (2) Given the product [Cl:28][C:5]1[C:6]([NH:8][C:9]2[CH:18]=[CH:17][C:16]([N:19]3[CH2:20][CH2:21][N:22]([CH2:25][CH2:26][OH:27])[CH2:23][CH2:24]3)=[CH:15][C:10]=2[C:11]([NH:13][CH3:14])=[O:12])=[CH:7][C:2]([NH:36][C:35]2[N:31]([CH2:29][CH3:30])[N:32]=[CH:33][CH:34]=2)=[N:3][CH:4]=1, predict the reactants needed to synthesize it. The reactants are: Cl[C:2]1[CH:7]=[C:6]([NH:8][C:9]2[CH:18]=[CH:17][C:16]([N:19]3[CH2:24][CH2:23][N:22]([CH2:25][CH2:26][OH:27])[CH2:21][CH2:20]3)=[CH:15][C:10]=2[C:11]([NH:13][CH3:14])=[O:12])[C:5]([Cl:28])=[CH:4][N:3]=1.[CH2:29]([N:31]1[C:35]([NH2:36])=[CH:34][CH:33]=[N:32]1)[CH3:30].C(=O)([O-])[O-].[Cs+].[Cs+]. (3) Given the product [C:29]([O:28][C:25](=[O:27])[CH2:26][C:3](=[O:24])[C:4]1[CH:9]=[CH:8][CH:7]=[C:6]([C:10]2([CH2:16][O:17][CH:18]3[CH2:23][CH2:22][CH2:21][CH2:20][O:19]3)[CH:14]([CH3:15])[S:13][CH:12]=[N:11]2)[CH:5]=1)([CH3:32])([CH3:31])[CH3:30], predict the reactants needed to synthesize it. The reactants are: CO[C:3](=[O:24])[C:4]1[CH:9]=[CH:8][CH:7]=[C:6]([C:10]2([CH2:16][O:17][CH:18]3[CH2:23][CH2:22][CH2:21][CH2:20][O:19]3)[CH:14]([CH3:15])[S:13][CH:12]=[N:11]2)[CH:5]=1.[C:25]([O:28][C:29]([CH3:32])([CH3:31])[CH3:30])(=[O:27])[CH3:26].[Li]. (4) Given the product [CH2:1]([O:3][C:4](=[O:39])[CH2:5][C:6]1[CH:7]=[C:8]([C:14]2[CH:19]=[CH:18][C:17]([C:20]([F:23])([F:22])[F:21])=[CH:16][C:15]=2[CH2:24][N:25]([CH2:37][CH3:38])[C:26]([NH:34][C:35]#[N:36])=[N:47][CH2:46][CH:40]2[CH2:45][CH2:44][CH2:43][CH2:42][CH2:41]2)[C:9]([O:12][CH3:13])=[CH:10][CH:11]=1)[CH3:2], predict the reactants needed to synthesize it. The reactants are: [CH2:1]([O:3][C:4](=[O:39])[CH2:5][C:6]1[CH:7]=[C:8]([C:14]2[CH:19]=[CH:18][C:17]([C:20]([F:23])([F:22])[F:21])=[CH:16][C:15]=2[CH2:24][N:25]([CH2:37][CH3:38])[C:26](=[N:34][C:35]#[N:36])OC2C=CC=CC=2)[C:9]([O:12][CH3:13])=[CH:10][CH:11]=1)[CH3:2].[CH:40]1([CH2:46][NH2:47])[CH2:45][CH2:44][CH2:43][CH2:42][CH2:41]1. (5) The reactants are: [F:1][C:2]1[CH:37]=[CH:36][C:5]([CH2:6][C@H:7]2[CH2:11][N:10](C(OC(C)(C)C)=O)[C@H:9]([C:19](=[O:35])[NH:20][C:21]3[CH:26]=[CH:25][C:24]([O:27][C:28]4[CH:33]=[CH:32][C:31]([F:34])=[CH:30][CH:29]=4)=[CH:23][CH:22]=3)[CH2:8]2)=[C:4]([CH3:38])[CH:3]=1.[F:39][C:40]([F:45])([F:44])[C:41]([OH:43])=[O:42]. Given the product [F:39][C:40]([F:45])([F:44])[C:41]([OH:43])=[O:42].[F:1][C:2]1[CH:37]=[CH:36][C:5]([CH2:6][C@H:7]2[CH2:11][NH:10][C@H:9]([C:19]([NH:20][C:21]3[CH:26]=[CH:25][C:24]([O:27][C:28]4[CH:33]=[CH:32][C:31]([F:34])=[CH:30][CH:29]=4)=[CH:23][CH:22]=3)=[O:35])[CH2:8]2)=[C:4]([CH3:38])[CH:3]=1, predict the reactants needed to synthesize it. (6) Given the product [Cl:1][C:2]1[CH:18]=[CH:17][C:16]([Cl:19])=[CH:15][C:3]=1[O:4][CH2:5][C:6]1[CH:11]=[CH:10][N:9]=[C:8]([C:12]([NH:28][C:23]2[CH:22]=[C:21]([CH3:20])[CH:26]=[C:25]([CH3:27])[N:24]=2)=[O:14])[CH:7]=1, predict the reactants needed to synthesize it. The reactants are: [Cl:1][C:2]1[CH:18]=[CH:17][C:16]([Cl:19])=[CH:15][C:3]=1[O:4][CH2:5][C:6]1[CH:11]=[CH:10][N:9]=[C:8]([C:12]([OH:14])=O)[CH:7]=1.[CH3:20][C:21]1[CH:26]=[C:25]([CH3:27])[N:24]=[C:23]([NH2:28])[CH:22]=1.C(N(CC)CC)C.C(OCC)(=O)C. (7) Given the product [CH2:1]([N:8]([CH2:29][CH2:30][N:31]([CH3:33])[CH3:32])[C:9](=[O:10])[CH2:11][NH:12][C:19]1[CH:27]=[CH:26][CH:25]=[C:24]2[C:20]=1[CH2:21][N:22]([CH3:28])[CH2:23]2)[C:2]1[CH:7]=[CH:6][CH:5]=[CH:4][CH:3]=1, predict the reactants needed to synthesize it. The reactants are: [CH2:1]([N:8]([CH2:29][CH2:30][N:31]([CH3:33])[CH3:32])[C:9]([CH2:11][N:12]([C:19]1[CH:27]=[CH:26][CH:25]=[C:24]2[C:20]=1[CH2:21][N:22]([CH3:28])[CH2:23]2)C(=O)C(F)(F)F)=[O:10])[C:2]1[CH:7]=[CH:6][CH:5]=[CH:4][CH:3]=1.C([O-])([O-])=O.[K+].[K+].C([O-])(O)=O.[Na+]. (8) Given the product [O:32]=[C:31]1[CH2:33][CH2:34][C:35](=[O:36])[N:30]1[O:14][C:13](=[O:15])[CH2:12][CH2:11][CH2:10][CH2:9][CH2:8][CH2:7][C:6]([O:5][C:1]([CH3:4])([CH3:2])[CH3:3])=[O:16], predict the reactants needed to synthesize it. The reactants are: [C:1]([O:5][C:6](=[O:16])[CH2:7][CH2:8][CH2:9][CH2:10][CH2:11][CH2:12][C:13]([OH:15])=[O:14])([CH3:4])([CH3:3])[CH3:2].[B-](F)(F)(F)F.CN(C(O[N:30]1[C:35](=[O:36])[CH2:34][CH2:33][C:31]1=[O:32])=[N+](C)C)C.CCN(C(C)C)C(C)C. (9) Given the product [Br:1][C:2]1[CH:3]=[CH:4][C:5]([N:9]2[CH2:13][CH2:12][CH2:11][CH2:10]2)=[N:6][CH:7]=1, predict the reactants needed to synthesize it. The reactants are: [Br:1][C:2]1[CH:3]=[CH:4][C:5](Cl)=[N:6][CH:7]=1.[NH:9]1[CH2:13][CH2:12][CH2:11][CH2:10]1.C([O-])([O-])=O.[K+].[K+]. (10) Given the product [Br:17][CH2:8][C:7]1[C:2]([Cl:1])=[N:3][CH:4]=[CH:5][C:6]=1[Cl:9], predict the reactants needed to synthesize it. The reactants are: [Cl:1][C:2]1[C:7]([CH3:8])=[C:6]([Cl:9])[CH:5]=[CH:4][N:3]=1.C1C(=O)N([Br:17])C(=O)C1.C(OOC(=O)C1C=CC=CC=1)(=O)C1C=CC=CC=1.